From a dataset of Full USPTO retrosynthesis dataset with 1.9M reactions from patents (1976-2016). Predict the reactants needed to synthesize the given product. (1) Given the product [CH2:16]([N:15]([CH2:18][CH3:19])[C:13](=[O:14])[CH:12]([CH2:11][C:10]1[CH:9]=[CH:8][C:7]([N:6]2[C:4](=[O:5])[C:3]3[C:2](=[CH:41][CH:40]=[CH:39][CH:38]=3)[N:1]=[CH:42]2)=[CH:37][CH:36]=1)[C:20]([NH:22][S:23]([C:26]1[CH:35]=[CH:34][C:33]2[C:28](=[CH:29][CH:30]=[CH:31][CH:32]=2)[CH:27]=1)(=[O:25])=[O:24])=[O:21])[CH3:17], predict the reactants needed to synthesize it. The reactants are: [NH2:1][C:2]1[CH:41]=[CH:40][CH:39]=[CH:38][C:3]=1[C:4]([NH:6][C:7]1[CH:37]=[CH:36][C:10]([CH2:11][CH:12]([C:20]([NH:22][S:23]([C:26]2[CH:35]=[CH:34][C:33]3[C:28](=[CH:29][CH:30]=[CH:31][CH:32]=3)[CH:27]=2)(=[O:25])=[O:24])=[O:21])[C:13]([N:15]([CH2:18][CH3:19])[CH2:16][CH3:17])=[O:14])=[CH:9][CH:8]=1)=[O:5].[CH2:42](O)C.C(O)(=O)C. (2) The reactants are: [NH:1]1[CH:5]=[CH:4][N:3]=[CH:2]1.C(N(CC)CC)C.[Br:13][C:14]1[CH:15]=[C:16]([CH:20]=[CH:21][CH:22]=1)[C:17](Cl)=[O:18].[OH-].[Na+]. Given the product [Br:13][C:14]1[CH:15]=[C:16]([CH:20]=[CH:21][CH:22]=1)[C:17]([C:2]1[NH:1][CH:5]=[CH:4][N:3]=1)=[O:18], predict the reactants needed to synthesize it. (3) The reactants are: ClC1C2C(=CC=CC=2)C(C)=NN=1.[NH2:13][C:14]1[CH:34]=[CH:33][C:17]2[N:18]([C:21]3[CH:26]=[CH:25][C:24](C4C=CC=CC=4)=[CH:23][CH:22]=3)[CH:19]=[N:20][C:16]=2[CH:15]=1. Given the product [NH2:13][C:14]1[CH:34]=[CH:33][C:17]2[N:18]([C:21]3[CH:26]=[CH:25][CH:24]=[CH:23][CH:22]=3)[CH:19]=[N:20][C:16]=2[CH:15]=1, predict the reactants needed to synthesize it.